Task: Predict the reactants needed to synthesize the given product.. Dataset: Full USPTO retrosynthesis dataset with 1.9M reactions from patents (1976-2016) (1) Given the product [CH2:1]([N:7]1[CH2:12][CH:11]2[CH:9]([C:10]2([C:16]2[CH:17]=[C:18]([CH:19]=[CH:20][CH:21]=2)[NH2:22])[CH2:13][CH2:14][CH3:15])[CH2:8]1)[CH2:2][CH2:3][CH2:4][CH2:5][CH3:6], predict the reactants needed to synthesize it. The reactants are: [CH2:1]([N:7]1[CH2:12][CH:11]2[CH:9]([C:10]2([C:16]2[CH:21]=[CH:20][CH:19]=[C:18]([N+:22]([O-])=O)[CH:17]=2)[CH2:13][CH2:14][CH3:15])[CH2:8]1)[CH2:2][CH2:3][CH2:4][CH2:5][CH3:6].C(O)C.[Cl-].[Ca+2].[Cl-]. (2) Given the product [I-:41].[CH2:1]([C:5]1([CH2:35][CH2:36][CH2:37][CH3:38])[NH:11][CH:10]([C:12]2[CH:13]=[CH:14][C:15]([O:16][CH2:17][CH2:18][N+:19]([CH2:39][CH3:40])([CH2:20][CH3:21])[CH2:22][CH3:23])=[CH:24][CH:25]=2)[C:9]2[CH:26]=[C:27]([N:30]([CH3:32])[CH3:31])[CH:28]=[CH:29][C:8]=2[S:7](=[O:34])(=[O:33])[CH2:6]1)[CH2:2][CH2:3][CH3:4], predict the reactants needed to synthesize it. The reactants are: [CH2:1]([C:5]1([CH2:35][CH2:36][CH2:37][CH3:38])[NH:11][CH:10]([C:12]2[CH:25]=[CH:24][C:15]([O:16][CH2:17][CH2:18][N:19]([CH2:22][CH3:23])[CH2:20][CH3:21])=[CH:14][CH:13]=2)[C:9]2[CH:26]=[C:27]([N:30]([CH3:32])[CH3:31])[CH:28]=[CH:29][C:8]=2[S:7](=[O:34])(=[O:33])[CH2:6]1)[CH2:2][CH2:3][CH3:4].[CH2:39]([I:41])[CH3:40]. (3) Given the product [CH3:1][O:2][C:3]1[CH:4]=[C:5]([NH:11][C:12]([NH:28][CH:23]([CH3:22])[C:24]([CH3:27])([CH3:26])[CH3:25])=[C:13]([S:16]([CH3:19])(=[O:18])=[O:17])[C:14]#[N:15])[CH:6]=[C:7]([O:9][CH3:10])[CH:8]=1, predict the reactants needed to synthesize it. The reactants are: [CH3:1][O:2][C:3]1[CH:4]=[C:5]([NH:11][C:12](SC)=[C:13]([S:16]([CH3:19])(=[O:18])=[O:17])[C:14]#[N:15])[CH:6]=[C:7]([O:9][CH3:10])[CH:8]=1.[CH3:22][CH:23]([NH2:28])[C:24]([CH3:27])([CH3:26])[CH3:25]. (4) Given the product [Cl:24][C:10]1[C:9]2[C:8]([CH3:21])=[CH:7][N:6]([CH2:5][CH2:4][CH2:3][O:2][CH3:1])[C:14]=2[CH:13]=[C:12]([C:15]([O:17][CH2:18][CH3:19])=[O:16])[N:11]=1, predict the reactants needed to synthesize it. The reactants are: [CH3:1][O:2][CH2:3][CH2:4][CH2:5][N:6]1[C:14]2[CH:13]=[C:12]([C:15]([O:17][CH2:18][CH3:19])=[O:16])[N+:11]([O-])=[CH:10][C:9]=2[C:8]([CH3:21])=[CH:7]1.P(Cl)(Cl)([Cl:24])=O. (5) Given the product [C:24]1([CH:17]([C:18]2[CH:19]=[CH:20][CH:21]=[CH:22][CH:23]=2)[C:14]2[O:13][C:12]([C:10]([NH:9][C@@H:5]([CH2:4][CH2:3][CH2:2][NH:1][C:38](=[NH:43])[CH3:39])[C:6]([OH:8])=[O:7])=[O:11])=[CH:16][CH:15]=2)[CH:29]=[CH:28][CH:27]=[CH:26][CH:25]=1.[C:30]([OH:36])([C:32]([F:35])([F:34])[F:33])=[O:31], predict the reactants needed to synthesize it. The reactants are: [NH2:1][CH2:2][CH2:3][CH2:4][C@H:5]([NH:9][C:10]([C:12]1[O:13][C:14]([CH:17]([C:24]2[CH:29]=[CH:28][CH:27]=[CH:26][CH:25]=2)[C:18]2[CH:23]=[CH:22][CH:21]=[CH:20][CH:19]=2)=[CH:15][CH:16]=1)=[O:11])[C:6]([OH:8])=[O:7].[C:30]([OH:36])([C:32]([F:35])([F:34])[F:33])=[O:31].Cl.[C:38](=[NH:43])(OCC)[CH3:39].